Dataset: Peptide-MHC class II binding affinity with 134,281 pairs from IEDB. Task: Regression. Given a peptide amino acid sequence and an MHC pseudo amino acid sequence, predict their binding affinity value. This is MHC class II binding data. The peptide sequence is SPSLWEIEDAKQLASV. The MHC is DRB1_0101 with pseudo-sequence DRB1_0101. The binding affinity (normalized) is 0.426.